From a dataset of Forward reaction prediction with 1.9M reactions from USPTO patents (1976-2016). Predict the product of the given reaction. (1) Given the reactants [NH2:1][C:2]1[N:3]=[CH:4][C:5]2[CH2:11][N:10]([C:12]3[C:13](=[O:19])[NH:14][CH:15]=[CH:16][C:17]=3[CH3:18])[CH2:9][CH2:8][C:6]=2[N:7]=1.I[C:21]1[CH:25]=[CH:24][N:23]([CH3:26])[N:22]=1.CNCCNC.P([O-])([O-])([O-])=O.[K+].[K+].[K+], predict the reaction product. The product is: [NH2:1][C:2]1[N:3]=[CH:4][C:5]2[CH2:11][N:10]([CH:12]3[C:17]([CH3:18])=[CH:16][CH2:15][N:14]([C:21]4[CH:25]=[CH:24][N:23]([CH3:26])[N:22]=4)[C:13]3=[O:19])[CH2:9][CH2:8][C:6]=2[N:7]=1. (2) Given the reactants [C:1]([O:5][C:6]([N:8]([CH:13]([CH3:15])[CH3:14])[CH2:9][C:10]([OH:12])=O)=[O:7])([CH3:4])([CH3:3])[CH3:2].FC1C=CC(S(N(C)CC([NH:30][CH2:31][C:32]2[CH:37]=[C:36]([C:38]3[CH:43]=[CH:42][C:41]([C:44]([F:47])([F:46])[F:45])=[CH:40][CH:39]=3)[N:35]=[CH:34][N:33]=2)=O)(=O)=O)=CC=1.O.ON1C2C=CC=CC=2N=N1.C(N(CC)C(C)C)(C)C.CN(C(ON1N=NC2C=CC=CC1=2)=[N+](C)C)C.F[P-](F)(F)(F)(F)F, predict the reaction product. The product is: [C:1]([O:5][C:6](=[O:7])[N:8]([CH:13]([CH3:15])[CH3:14])[CH2:9][C:10](=[O:12])[NH:30][CH2:31][C:32]1[CH:37]=[C:36]([C:38]2[CH:39]=[CH:40][C:41]([C:44]([F:47])([F:46])[F:45])=[CH:42][CH:43]=2)[N:35]=[CH:34][N:33]=1)([CH3:2])([CH3:3])[CH3:4].